Dataset: Forward reaction prediction with 1.9M reactions from USPTO patents (1976-2016). Task: Predict the product of the given reaction. (1) Given the reactants [NH:1]1[CH2:6][CH2:5][O:4][CH2:3][CH2:2]1.[Cl:7][C:8]1[CH:9]=[C:10]([NH:22][C:23]2[C:24]3[C:31]4[CH2:32][CH2:33][CH:34]([CH2:36][CH2:37]OS(C)(=O)=O)[CH2:35][C:30]=4[S:29][C:25]=3[N:26]=[CH:27][N:28]=2)[CH:11]=[CH:12][C:13]=1[O:14][CH2:15][C:16]1[CH:21]=[CH:20][CH:19]=[CH:18][N:17]=1.CCN(C(C)C)C(C)C.CO.C(Cl)Cl, predict the reaction product. The product is: [Cl:7][C:8]1[CH:9]=[C:10]([NH:22][C:23]2[C:24]3[C:31]4[CH2:32][CH2:33][CH:34]([CH2:36][CH2:37][N:1]5[CH2:6][CH2:5][O:4][CH2:3][CH2:2]5)[CH2:35][C:30]=4[S:29][C:25]=3[N:26]=[CH:27][N:28]=2)[CH:11]=[CH:12][C:13]=1[O:14][CH2:15][C:16]1[CH:21]=[CH:20][CH:19]=[CH:18][N:17]=1. (2) Given the reactants [NH2:1][CH:2]([C:5]1[C:6](=[O:16])[NH:7][C:8]([CH:11]2[CH2:15][CH2:14][CH2:13][CH2:12]2)=[N:9][N:10]=1)[CH2:3][CH3:4].[CH3:17][C:18]1([C:24](Cl)=[O:25])[CH2:23][CH2:22][CH2:21][CH2:20][CH2:19]1, predict the reaction product. The product is: [CH:11]1([C:8]2[NH:7][C:6](=[O:16])[C:5]([CH:2]([NH:1][C:24]([C:18]3([CH3:17])[CH2:23][CH2:22][CH2:21][CH2:20][CH2:19]3)=[O:25])[CH2:3][CH3:4])=[N:10][N:9]=2)[CH2:15][CH2:14][CH2:13][CH2:12]1. (3) Given the reactants [CH2:1]([O:3][C:4]([C:6]1([C:9]2[CH:14]=[CH:13][C:12]([C:15]3[CH:20]=[CH:19][C:18]([C:21]4[S:22][C:23]([Cl:29])=[CH:24][C:25]=4C(=O)N)=[CH:17][CH:16]=3)=[CH:11][CH:10]=2)[CH2:8][CH2:7]1)=[O:5])[CH3:2].[Cl:30][C:31]1[CH:36]=[C:35]([F:37])[CH:34]=[CH:33][C:32]=1[C@H:38]([OH:40])[CH3:39].[N:41]1[CH:46]=CC=CC=1.FC(F)(F)C(OI(C1C=CC=CC=1)OC(=O)C(F)(F)F)=[O:50], predict the reaction product. The product is: [CH2:1]([O:3][C:4]([C:6]1([C:9]2[CH:10]=[CH:11][C:12]([C:15]3[CH:16]=[CH:17][C:18]([C:21]4[S:22][C:23]([Cl:29])=[CH:24][C:25]=4[NH:41][C:46]([O:40][C@@H:38]([C:32]4[CH:33]=[CH:34][C:35]([F:37])=[CH:36][C:31]=4[Cl:30])[CH3:39])=[O:50])=[CH:19][CH:20]=3)=[CH:13][CH:14]=2)[CH2:8][CH2:7]1)=[O:5])[CH3:2]. (4) The product is: [Cl:11][CH2:12][CH2:13][CH2:14][NH:15][CH2:8][C:5]1[CH:4]=[N:3][C:2]([Cl:1])=[CH:7][CH:6]=1. Given the reactants [Cl:1][C:2]1[CH:7]=[CH:6][C:5]([CH2:8]Cl)=[CH:4][N:3]=1.Cl.[Cl:11][CH2:12][CH2:13][CH2:14][NH2:15].C(N(CC)CC)C.[OH-].[Na+], predict the reaction product. (5) Given the reactants [NH2:1][C:2]1[C:6]2[CH:7]=[N:8][CH:9]=[CH:10][C:5]=2[O:4][C:3]=1[C:11]([O:13][CH2:14][CH3:15])=[O:12].[I:16][C:17]1[CH:22]=[CH:21][C:20](I)=[CH:19][CH:18]=1.CC1(C)C2C(=C(P(C3C=CC=CC=3)C3C=CC=CC=3)C=CC=2)OC2C(P(C3C=CC=CC=3)C3C=CC=CC=3)=CC=CC1=2.P([O-])([O-])([O-])=O.[K+].[K+].[K+].[Cl-].[NH4+], predict the reaction product. The product is: [I:16][C:17]1[CH:22]=[CH:21][C:20]([NH:1][C:2]2[C:6]3[CH:7]=[N:8][CH:9]=[CH:10][C:5]=3[O:4][C:3]=2[C:11]([O:13][CH2:14][CH3:15])=[O:12])=[CH:19][CH:18]=1. (6) Given the reactants Cl.[OH:2][C@H:3]1[CH2:7][NH:6][C@H:5]([C:8]([OH:10])=[O:9])[CH2:4]1.S(Cl)([Cl:13])=O.[CH3:15]O, predict the reaction product. The product is: [ClH:13].[OH:2][C@H:3]1[CH2:7][NH:6][C@H:5]([C:8]([O:10][CH3:15])=[O:9])[CH2:4]1. (7) Given the reactants [CH3:1][C:2]1[N:6]([C:7]2[CH:12]=[CH:11][CH:10]=[CH:9][CH:8]=2)[N:5]=[CH:4][C:3]=1[CH:13]=O.[CH3:15][CH:16]([CH3:32])[C:17]([NH:19][C:20]1[CH:25]=[CH:24][CH:23]=[C:22]([CH:26]2[CH2:31][CH2:30][NH:29][CH2:28][CH2:27]2)[CH:21]=1)=[O:18], predict the reaction product. The product is: [CH3:15][CH:16]([CH3:32])[C:17]([NH:19][C:20]1[CH:25]=[CH:24][CH:23]=[C:22]([CH:26]2[CH2:31][CH2:30][N:29]([CH2:13][C:3]3[CH:4]=[N:5][N:6]([C:7]4[CH:8]=[CH:9][CH:10]=[CH:11][CH:12]=4)[C:2]=3[CH3:1])[CH2:28][CH2:27]2)[CH:21]=1)=[O:18]. (8) Given the reactants C(=O)(O)[O-].[Na+].[CH:6]([C:9]1[CH:10]=[C:11]([OH:17])[CH:12]=[CH:13][C:14]=1[O:15][CH3:16])([CH3:8])[CH3:7].C[Si]([N-][Si](C)(C)C)(C)C.[K+].[Br:28][C:29]1[CH:34]=[C:33]([N+:35]([O-:37])=[O:36])[CH:32]=[C:31]([Br:38])[C:30]=1I, predict the reaction product. The product is: [Br:28][C:29]1[CH:34]=[C:33]([N+:35]([O-:37])=[O:36])[CH:32]=[C:31]([Br:38])[C:30]=1[O:17][C:11]1[CH:12]=[CH:13][C:14]([O:15][CH3:16])=[C:9]([CH:6]([CH3:8])[CH3:7])[CH:10]=1.